Dataset: Forward reaction prediction with 1.9M reactions from USPTO patents (1976-2016). Task: Predict the product of the given reaction. (1) Given the reactants [F:1][C:2]1[CH:3]=[C:4]2[C:8](=[CH:9][C:10]=1[CH3:11])[N:7]([CH:12]1[CH2:17][CH2:16][N:15]([C:18]3([CH3:23])[CH2:22][CH2:21][NH:20][CH2:19]3)[CH2:14][CH2:13]1)[C:6](=[O:24])[CH2:5]2.[C:25](Cl)(=[O:29])[O:26][CH2:27][CH3:28], predict the reaction product. The product is: [F:1][C:2]1[CH:3]=[C:4]2[C:8](=[CH:9][C:10]=1[CH3:11])[N:7]([CH:12]1[CH2:13][CH2:14][N:15]([C:18]3([CH3:23])[CH2:22][CH2:21][N:20]([C:25]([O:26][CH2:27][CH3:28])=[O:29])[CH2:19]3)[CH2:16][CH2:17]1)[C:6](=[O:24])[CH2:5]2. (2) Given the reactants [Br:1][C:2]1[CH:3]=[C:4](/[CH:7]=[CH:8]/[C:9]([O:11][CH2:12][CH3:13])=[O:10])[NH:5][CH:6]=1.[CH3:14][C@@H:15]1[CH2:19][CH2:18][CH2:17][C@H:16]1O.C(P(CCCC)(CCCC)=CC#N)CCC, predict the reaction product. The product is: [Br:1][C:2]1[CH:3]=[C:4](/[CH:7]=[CH:8]/[C:9]([O:11][CH2:12][CH3:13])=[O:10])[N:5]([C@@H:16]2[CH2:17][CH2:18][CH2:19][C@@H:15]2[CH3:14])[CH:6]=1. (3) Given the reactants [OH:1][C:2]1[CH:7]=[CH:6][C:5]([C:8]([F:11])([F:10])[F:9])=[CH:4][CH:3]=1.Br[CH2:13][CH2:14][CH2:15][OH:16].C(=O)([O-])[O-].[Cs+].[Cs+].O, predict the reaction product. The product is: [F:11][C:8]([F:9])([F:10])[C:5]1[CH:6]=[CH:7][C:2]([O:1][CH2:13][CH2:14][CH2:15][OH:16])=[CH:3][CH:4]=1. (4) Given the reactants Br[C:2]1[CH:7]=[CH:6][C:5]([C@@H:8]2[O:13][CH2:12][CH2:11][N:10]([C@@H:14]([C:16]3[CH:21]=[CH:20][CH:19]=[CH:18][CH:17]=3)[CH3:15])[CH2:9]2)=[CH:4][CH:3]=1.CC(C)([O-])C.[Na+].[CH:28]1([NH2:34])[CH2:33][CH2:32][CH2:31][CH2:30][CH2:29]1, predict the reaction product. The product is: [CH:28]1([NH:34][C:2]2[CH:7]=[CH:6][C:5]([C@@H:8]3[O:13][CH2:12][CH2:11][N:10]([C@@H:14]([C:16]4[CH:21]=[CH:20][CH:19]=[CH:18][CH:17]=4)[CH3:15])[CH2:9]3)=[CH:4][CH:3]=2)[CH2:33][CH2:32][CH2:31][CH2:30][CH2:29]1. (5) Given the reactants Cl.[CH3:2][C@@H:3]1[CH2:7][CH2:6][CH2:5][N:4]1[CH2:8][CH2:9][C:10]1[CH:15]=[CH:14][C:13](B(O)O)=[CH:12][CH:11]=1.Cl[C:20]1[CH:25]=[CH:24][C:23]([C:26]2([C:31]([OH:33])=[O:32])[CH2:30][CH2:29][CH2:28][CH2:27]2)=[CH:22][CH:21]=1.C([O-])([O-])=O.[Na+].[Na+], predict the reaction product. The product is: [CH3:2][C@@H:3]1[CH2:7][CH2:6][CH2:5][N:4]1[CH2:8][CH2:9][C:10]1[CH:15]=[CH:14][C:13]([C:20]2[CH:25]=[CH:24][C:23]([C:26]3([C:31]([OH:33])=[O:32])[CH2:30][CH2:29][CH2:28][CH2:27]3)=[CH:22][CH:21]=2)=[CH:12][CH:11]=1. (6) The product is: [NH2:21][CH2:20][C:17]1([C:11]2[N:10]=[C:9]([NH:22][CH2:23][C:24]3[CH:29]=[CH:28][CH:27]=[CH:26][N:25]=3)[C:8]3[C:13](=[CH:14][CH:15]=[CH:16][C:7]=3[C:1]3[CH:6]=[CH:5][CH:4]=[CH:3][CH:2]=3)[N:12]=2)[CH2:18][CH2:19]1. Given the reactants [C:1]1([C:7]2[CH:16]=[CH:15][CH:14]=[C:13]3[C:8]=2[C:9]([NH:22][CH2:23][C:24]2[CH:29]=[CH:28][CH:27]=[CH:26][N:25]=2)=[N:10][C:11]([C:17]2([C:20]#[N:21])[CH2:19][CH2:18]2)=[N:12]3)[CH:6]=[CH:5][CH:4]=[CH:3][CH:2]=1, predict the reaction product. (7) Given the reactants [Si:1]([O:8][C@H:9]1[CH2:18][C:17]([CH3:20])([CH3:19])[CH2:16][C:15]2[N:14]=[C:13]([CH:21]([CH3:23])[CH3:22])[C:12]([C@@H:24]([C:26]3[CH:27]=[N:28][C:29]([C:32]([F:35])([F:34])[F:33])=[CH:30][CH:31]=3)[OH:25])=[C:11](I)[C:10]1=2)([C:4]([CH3:7])([CH3:6])[CH3:5])([CH3:3])[CH3:2].[O:37]1[CH2:42][CH:41]=[C:40](B2OC(C)(C)C(C)(C)O2)[CH2:39][CH2:38]1, predict the reaction product. The product is: [Si:1]([O:8][C@H:9]1[CH2:18][C:17]([CH3:20])([CH3:19])[CH2:16][C:15]2[N:14]=[C:13]([CH:21]([CH3:23])[CH3:22])[C:12]([C@@H:24]([C:26]3[CH:27]=[N:28][C:29]([C:32]([F:35])([F:34])[F:33])=[CH:30][CH:31]=3)[OH:25])=[C:11]([C:40]3[CH2:41][CH2:42][O:37][CH2:38][CH:39]=3)[C:10]1=2)([C:4]([CH3:7])([CH3:6])[CH3:5])([CH3:3])[CH3:2]. (8) Given the reactants C(OC([N:8]1[CH2:13][CH2:12][N:11]([C:14]2[CH:19]=[CH:18][CH:17]=[CH:16][C:15]=2[CH2:20][O:21][CH3:22])[CH2:10][CH2:9]1)=O)(C)(C)C.Cl, predict the reaction product. The product is: [CH3:22][O:21][CH2:20][C:15]1[CH:16]=[CH:17][CH:18]=[CH:19][C:14]=1[N:11]1[CH2:12][CH2:13][NH:8][CH2:9][CH2:10]1.